From a dataset of Forward reaction prediction with 1.9M reactions from USPTO patents (1976-2016). Predict the product of the given reaction. (1) The product is: [Cl:1][C:2]1[CH:3]=[C:4]([C:14]([CH:16]2[CH:18]([CH3:19])[CH:17]2[C:20]([O:22][CH3:23])=[O:21])=[O:15])[CH:5]=[CH:6][C:7]=1[Cl:8]. Given the reactants [Cl:1][C:2]1[CH:3]=[C:4]([Mg]Br)[CH:5]=[CH:6][C:7]=1[Cl:8].CON(C)[C:14]([CH:16]1[CH:18]([CH3:19])[CH:17]1[C:20]([O:22][CH3:23])=[O:21])=[O:15], predict the reaction product. (2) Given the reactants [CH3:1][N:2]1[C:11]2[C:6](=[CH:7][C:8](B3OC(C)(C)C(C)(C)O3)=[CH:9][CH:10]=2)[CH2:5][CH2:4][C:3]1=[O:21].Br[C:23]1[C:24]([Cl:37])=[C:25]([CH2:29][NH:30][S@@:31]([C:33]([CH3:36])([CH3:35])[CH3:34])=[O:32])[CH:26]=[N:27][CH:28]=1, predict the reaction product. The product is: [Cl:37][C:24]1[C:23]([C:8]2[CH:7]=[C:6]3[C:11](=[CH:10][CH:9]=2)[N:2]([CH3:1])[C:3](=[O:21])[CH2:4][CH2:5]3)=[CH:28][N:27]=[CH:26][C:25]=1[CH2:29][NH:30][S@@:31]([C:33]([CH3:36])([CH3:35])[CH3:34])=[O:32]. (3) Given the reactants [CH3:1][O:2][C:3]([NH:5][C:6]1([C:15]2[CH:20]=[CH:19][CH:18]=[C:17]([N+:21]([O-:23])=[O:22])[CH:16]=2)[CH2:8][CH:7]1[CH2:9][C:10](OCC)=[O:11])=[O:4].[BH4-].[Li+].[NH4+].[Cl-], predict the reaction product. The product is: [OH:11][CH2:10][CH2:9][CH:7]1[CH2:8][C:6]1([NH:5][C:3](=[O:4])[O:2][CH3:1])[C:15]1[CH:20]=[CH:19][CH:18]=[C:17]([N+:21]([O-:23])=[O:22])[CH:16]=1. (4) Given the reactants C1(O[C:8](=[O:47])[NH:9][C:10]2[C:19]3[C:14](=[CH:15][CH:16]=[CH:17][CH:18]=3)[C:13]([O:20][C:21]3[CH:26]=[CH:25][N:24]=[C:23]([NH:27][C:28]4[CH:33]=[C:32]([O:34][CH2:35][CH2:36][O:37][CH2:38][CH2:39][O:40][CH2:41][CH2:42][O:43][CH3:44])[CH:31]=[C:30]([O:45][CH3:46])[CH:29]=4)[N:22]=3)=[CH:12][CH:11]=2)C=CC=CC=1.[C:48]([C:52]1[CH:53]=[C:54]([NH2:62])[C:55]2[O:59][C:58]([CH3:60])=[N:57][C:56]=2[CH:61]=1)([CH3:51])([CH3:50])[CH3:49], predict the reaction product. The product is: [C:48]([C:52]1[CH:53]=[C:54]([NH:62][C:8]([NH:9][C:10]2[C:19]3[C:14](=[CH:15][CH:16]=[CH:17][CH:18]=3)[C:13]([O:20][C:21]3[CH:26]=[CH:25][N:24]=[C:23]([NH:27][C:28]4[CH:33]=[C:32]([O:34][CH2:35][CH2:36][O:37][CH2:38][CH2:39][O:40][CH2:41][CH2:42][O:43][CH3:44])[CH:31]=[C:30]([O:45][CH3:46])[CH:29]=4)[N:22]=3)=[CH:12][CH:11]=2)=[O:47])[C:55]2[O:59][C:58]([CH3:60])=[N:57][C:56]=2[CH:61]=1)([CH3:51])([CH3:49])[CH3:50]. (5) Given the reactants [CH:1]1([NH:6][C:7]2[N:11]3[N:12]=[CH:13][C:14]([C:15]#[N:16])=[C:10]3[NH:9][C:8]=2[C:17]2[CH:22]=[CH:21][C:20]([CH2:23][CH3:24])=[CH:19][CH:18]=2)[CH2:5][CH2:4][CH2:3][CH2:2]1.[OH2:25], predict the reaction product. The product is: [NH2:9][C:10]1[N:11](/[C:7](=[N:6]/[CH:1]2[CH2:5][CH2:4][CH2:3][CH2:2]2)/[C:8]([C:17]2[CH:22]=[CH:21][C:20]([CH2:23][CH3:24])=[CH:19][CH:18]=2)=[O:25])[N:12]=[CH:13][C:14]=1[C:15]#[N:16]. (6) Given the reactants [CH3:1][NH:2][CH2:3][CH2:4][C:5]([N:7]1[CH2:16][CH2:15][C:14]2[C:9](=[CH:10][C:11]([O:19][CH3:20])=[C:12]([O:17][CH3:18])[CH:13]=2)[C:8]21[CH2:25][CH2:24][CH:23]([C:26]([N:28]1[CH2:33][CH2:32][N:31]([C:34]3[C:35]4[N:42]=[N:41][N:40]([CH3:43])[C:36]=4[N:37]=[CH:38][N:39]=3)[CH2:30][CH2:29]1)=[O:27])[CH2:22][CH:21]2[CH:44]1[C:53]2[C:48](=[CH:49][C:50]([O:56][CH3:57])=[C:51]([O:54][CH3:55])[CH:52]=2)[CH2:47][CH2:46][N:45]1[CH2:58][CH3:59])=[O:6].C(=O)([O-])[O-].[Cs+].[Cs+].Cl[C:67]([O:69][CH2:70]Cl)=[O:68].[C:72]([OH:78])(=[O:77])[C:73]([CH3:76])([CH3:75])[CH3:74], predict the reaction product. The product is: [C:72]([O:78][CH2:70][O:69][C:67]([N:2]([CH2:3][CH2:4][C:5]([N:7]1[CH2:16][CH2:15][C:14]2[C:9](=[CH:10][C:11]([O:19][CH3:20])=[C:12]([O:17][CH3:18])[CH:13]=2)[C:8]21[CH2:25][CH2:24][CH:23]([C:26]([N:28]1[CH2:33][CH2:32][N:31]([C:34]3[C:35]4[N:42]=[N:41][N:40]([CH3:43])[C:36]=4[N:37]=[CH:38][N:39]=3)[CH2:30][CH2:29]1)=[O:27])[CH2:22][CH:21]2[CH:44]1[C:53]2[C:48](=[CH:49][C:50]([O:56][CH3:57])=[C:51]([O:54][CH3:55])[CH:52]=2)[CH2:47][CH2:46][N:45]1[CH2:58][CH3:59])=[O:6])[CH3:1])=[O:68])(=[O:77])[C:73]([CH3:76])([CH3:75])[CH3:74]. (7) The product is: [Br:1][C:2]1[CH:11]=[CH:10][C:5]([C:6]([O:8][CH3:9])=[O:7])=[CH:4][C:3]=1[CH2:12][O:13][Si:19]([C:22]([CH3:25])([CH3:24])[CH3:23])([CH3:21])[CH3:20]. Given the reactants [Br:1][C:2]1[CH:11]=[CH:10][C:5]([C:6]([O:8][CH3:9])=[O:7])=[CH:4][C:3]=1[CH2:12][OH:13].N1C=CN=C1.[Si:19](Cl)([C:22]([CH3:25])([CH3:24])[CH3:23])([CH3:21])[CH3:20], predict the reaction product. (8) Given the reactants [O:1]=[C:2]1[C:7]([C:8]([OH:10])=O)=[CH:6][CH:5]=[CH:4][N:3]1[CH2:11][C:12]1[CH:17]=[CH:16][CH:15]=[C:14]([C:18]([F:21])([F:20])[F:19])[CH:13]=1.Cl.[NH2:23][C@@H:24]([CH2:29][CH2:30][CH2:31][NH:32][C:33]([O:35][C:36]([CH3:39])([CH3:38])[CH3:37])=[O:34])[C:25]([O:27][CH3:28])=[O:26].CN(C(ON1N=NC2C=CC=CC1=2)=[N+](C)C)C.F[P-](F)(F)(F)(F)F, predict the reaction product. The product is: [C:36]([O:35][C:33]([NH:32][CH2:31][CH2:30][CH2:29][C@H:24]([NH:23][C:8]([C:7]1[C:2](=[O:1])[N:3]([CH2:11][C:12]2[CH:17]=[CH:16][CH:15]=[C:14]([C:18]([F:21])([F:20])[F:19])[CH:13]=2)[CH:4]=[CH:5][CH:6]=1)=[O:10])[C:25]([O:27][CH3:28])=[O:26])=[O:34])([CH3:38])([CH3:39])[CH3:37]. (9) Given the reactants C(OC([N:8]1[CH2:12][CH2:11][C@H:10]([O:13][C:14]2[C:15]([CH3:35])=[C:16]3[C:21](=[CH:22][CH:23]=2)[N:20]=[CH:19][CH:18]=[C:17]3[C:24]2[CH:25]=[N:26][C:27]([O:33][CH3:34])=[C:28]([CH:30]([F:32])[F:31])[CH:29]=2)[CH2:9]1)=O)(C)(C)C.C(O)(C(F)(F)F)=O, predict the reaction product. The product is: [F:32][CH:30]([F:31])[C:28]1[CH:29]=[C:24]([C:17]2[C:16]3[C:21](=[CH:22][CH:23]=[C:14]([O:13][C@H:10]4[CH2:11][CH2:12][NH:8][CH2:9]4)[C:15]=3[CH3:35])[N:20]=[CH:19][CH:18]=2)[CH:25]=[N:26][C:27]=1[O:33][CH3:34].